The task is: Predict the reactants needed to synthesize the given product.. This data is from Full USPTO retrosynthesis dataset with 1.9M reactions from patents (1976-2016). (1) Given the product [CH:1]1([C:6]2[CH:30]=[CH:29][C:9]([CH2:10][O:11][C:12]3[CH:20]=[CH:19][C:18]4[N:17]5[CH2:23][CH2:22][CH:21]([CH2:24][C:25]([OH:27])=[O:26])[C:16]5=[C:15]([CH3:38])[C:14]=4[CH:13]=3)=[CH:8][C:7]=2[C:31]([F:32])([F:33])[F:34])[CH2:5][CH2:4][CH2:3][CH2:2]1, predict the reactants needed to synthesize it. The reactants are: [CH:1]1([C:6]2[CH:30]=[CH:29][C:9]([CH2:10][O:11][C:12]3[CH:20]=[CH:19][C:18]4[NH:17][C:16]5[CH:21]([CH2:24][C:25]([O:27]C)=[O:26])[CH2:22][CH2:23][C:15]=5[C:14]=4[CH:13]=3)=[CH:8][C:7]=2[C:31]([F:34])([F:33])[F:32])[CH2:5][CH2:4][CH2:3][CH2:2]1.[OH-].[Li+].O1CCOC[CH2:38]1. (2) The reactants are: [CH3:1][C:2]([CH3:30])([CH3:29])[CH2:3][N:4]([C:23]1[CH:28]=[CH:27][CH:26]=[CH:25][N:24]=1)[C:5]([C:7]1[CH:12]=[CH:11][C:10]([O:13][CH3:14])=[CH:9][C:8]=1[N:15]1[CH2:18][CH:17]([C:19](OC)=[O:20])[CH2:16]1)=[O:6].[BH4-].[Li+].[Cl-].[NH4+]. Given the product [CH3:1][C:2]([CH3:30])([CH3:29])[CH2:3][N:4]([C:23]1[CH:28]=[CH:27][CH:26]=[CH:25][N:24]=1)[C:5](=[O:6])[C:7]1[CH:12]=[CH:11][C:10]([O:13][CH3:14])=[CH:9][C:8]=1[N:15]1[CH2:16][CH:17]([CH2:19][OH:20])[CH2:18]1, predict the reactants needed to synthesize it. (3) The reactants are: [Cl:1][C:2]1[CH:3]=[CH:4][C:5]([OH:11])=[C:6]([C:8](=O)[CH3:9])[CH:7]=1.C(=O)([O-])[O-].[K+].[K+].[I-].[Na+].Cl[CH2:21][C:22]([N:24]([O:26][CH3:27])[CH3:25])=[O:23].N12CCCN=C1CCCCC2.Cl. Given the product [Cl:1][C:2]1[CH:3]=[CH:4][C:5]2[O:11][C:21]([C:22]([N:24]([O:26][CH3:27])[CH3:25])=[O:23])=[C:8]([CH3:9])[C:6]=2[CH:7]=1, predict the reactants needed to synthesize it. (4) Given the product [OH:8][CH2:9][CH2:10][CH2:11][C@H:12]1[CH2:17][CH2:16][CH2:15][N:14]([C:18]([O:20][C:21]([CH3:24])([CH3:23])[CH3:22])=[O:19])[CH2:13]1, predict the reactants needed to synthesize it. The reactants are: [H-].[Al+3].[Li+].[H-].[H-].[H-].C[O:8][C:9](=O)[CH2:10][CH2:11][C@H:12]1[CH2:17][CH2:16][CH2:15][N:14]([C:18]([O:20][C:21]([CH3:24])([CH3:23])[CH3:22])=[O:19])[CH2:13]1.O.[OH-].[Na+]. (5) Given the product [CH2:10]([N:9]([CH3:13])[CH2:6][C:7]#[C:8][C:14]([OH:16])=[O:15])[CH:11]=[CH2:12], predict the reactants needed to synthesize it. The reactants are: C([Li])CCC.[CH2:6]([N:9]([CH3:13])[CH2:10][C:11]#[CH:12])[CH:7]=[CH2:8].[C:14](=[O:16])=[O:15].O. (6) Given the product [CH3:1][N:2]([CH3:22])[C@@H:3]1[CH2:24][CH2:21][N:5]([C:6]2[CH:7]=[CH:8][C:9]([B:12]3[O:16][C:15]([CH3:17])([CH3:18])[C:14]([CH3:20])([CH3:19])[O:13]3)=[CH:10][CH:11]=2)[CH2:4]1, predict the reactants needed to synthesize it. The reactants are: [CH3:1][N:2]([CH3:22])[CH2:3][CH2:4][N:5]([CH3:21])[C:6]1[CH:11]=[CH:10][C:9]([B:12]2[O:16][C:15]([CH3:18])([CH3:17])[C:14]([CH3:20])([CH3:19])[O:13]2)=[CH:8][CH:7]=1.I[C:24]1C=CC(N2CC[C@@H](N(C)C)C2)=CC=1. (7) Given the product [Cl:20][C:18]1[C:17]([Cl:21])=[CH:16][C:15]2[N:11]([C@@H:7]3[CH2:8][CH2:9][CH2:10][C@@H:5]([OH:4])[C@H:6]3[OH:23])[C:12]([NH:30][CH:27]3[CH2:29][CH2:28]3)=[N:13][C:14]=2[CH:19]=1, predict the reactants needed to synthesize it. The reactants are: C([O:4][C@@H:5]1[CH2:10][CH2:9][CH2:8][C@@H:7]([N:11]2[C:15]3[CH:16]=[C:17]([Cl:21])[C:18]([Cl:20])=[CH:19][C:14]=3[N:13]=[C:12]2Br)[C@@H:6]1[O:23]C(=O)C)(=O)C.[CH:27]1([NH2:30])[CH2:29][CH2:28]1.[OH-].[Na+]. (8) Given the product [CH:1]([C:4]1[CH:9]=[CH:8][CH:7]=[CH:6][C:5]=1[NH:10][C:11]([N:15]([CH3:14])[O:16][CH2:17][C:18]([OH:20])=[O:19])=[S:12])([CH3:3])[CH3:2], predict the reactants needed to synthesize it. The reactants are: [CH:1]([C:4]1[CH:9]=[CH:8][CH:7]=[CH:6][C:5]=1[N:10]=[C:11]=[S:12])([CH3:3])[CH3:2].Cl.[CH3:14][NH:15][O:16][CH2:17][C:18]([OH:20])=[O:19].C(N(CC)CC)C. (9) Given the product [Cl:1][C:2]1[CH:7]=[C:6]([C:37]2[CH:38]=[N:39][CH:40]=[N:41][CH:42]=2)[CH:5]=[CH:4][C:3]=1[CH:17]([CH3:35])[C:18]([C:24]1[CH:25]=[CH:26][C:27]2[O:31][C:30](=[O:32])[N:29]([CH3:33])[C:28]=2[CH:34]=1)([OH:23])[C:19]([F:20])([F:22])[F:21], predict the reactants needed to synthesize it. The reactants are: [Cl:1][C:2]1[CH:7]=[C:6](B2OC(C)(C)C(C)(C)O2)[CH:5]=[CH:4][C:3]=1[CH:17]([CH3:35])[C:18]([C:24]1[CH:25]=[CH:26][C:27]2[O:31][C:30](=[O:32])[N:29]([CH3:33])[C:28]=2[CH:34]=1)([OH:23])[C:19]([F:22])([F:21])[F:20].Br[C:37]1[CH:38]=[N:39][CH:40]=[N:41][CH:42]=1.